This data is from NCI-60 drug combinations with 297,098 pairs across 59 cell lines. The task is: Regression. Given two drug SMILES strings and cell line genomic features, predict the synergy score measuring deviation from expected non-interaction effect. (1) Drug 1: CNC(=O)C1=CC=CC=C1SC2=CC3=C(C=C2)C(=NN3)C=CC4=CC=CC=N4. Drug 2: C1=NC(=NC(=O)N1C2C(C(C(O2)CO)O)O)N. Cell line: CAKI-1. Synergy scores: CSS=31.8, Synergy_ZIP=-4.86, Synergy_Bliss=0.707, Synergy_Loewe=-4.85, Synergy_HSA=2.15. (2) Drug 1: C1CN1P(=S)(N2CC2)N3CC3. Drug 2: COCCOC1=C(C=C2C(=C1)C(=NC=N2)NC3=CC=CC(=C3)C#C)OCCOC.Cl. Cell line: MALME-3M. Synergy scores: CSS=13.3, Synergy_ZIP=-2.95, Synergy_Bliss=0.574, Synergy_Loewe=1.78, Synergy_HSA=1.78.